Dataset: Peptide-MHC class I binding affinity with 185,985 pairs from IEDB/IMGT. Task: Regression. Given a peptide amino acid sequence and an MHC pseudo amino acid sequence, predict their binding affinity value. This is MHC class I binding data. (1) The peptide sequence is REFVFKNKDG. The MHC is HLA-B40:01 with pseudo-sequence HLA-B40:01. The binding affinity (normalized) is 0.534. (2) The peptide sequence is WMILRAISF. The MHC is BoLA-HD6 with pseudo-sequence BoLA-HD6. The binding affinity (normalized) is 0.522. (3) The peptide sequence is ELMESRMRI. The MHC is HLA-A02:06 with pseudo-sequence HLA-A02:06. The binding affinity (normalized) is 0.0634. (4) The peptide sequence is YNIDRLNAL. The MHC is HLA-B08:02 with pseudo-sequence HLA-B08:02. The binding affinity (normalized) is 0.0847. (5) The peptide sequence is ESLSLISHVV. The MHC is H-2-Db with pseudo-sequence H-2-Db. The binding affinity (normalized) is 0.0790. (6) The peptide sequence is KTFEWGVFY. The MHC is HLA-A68:02 with pseudo-sequence HLA-A68:02. The binding affinity (normalized) is 0.0847. (7) The peptide sequence is IYVLVMLVL. The MHC is HLA-B57:01 with pseudo-sequence HLA-B57:01. The binding affinity (normalized) is 0.166.